From a dataset of Reaction yield outcomes from USPTO patents with 853,638 reactions. Predict the reaction yield, written as a fraction of the theoretical maximum amount of product (1.0 means a 100% yield; for example, 0.34 means a 34% yield). The reactants are [F:1][C:2]1[CH:7]=[CH:6][C:5]([C:8]2[N:12]=[C:11]([CH2:13][CH2:14][NH2:15])[NH:10][N:9]=2)=[CH:4][CH:3]=1.[F:16][C:17]([F:32])([F:31])[C:18]([C:20]1[S:24][C:23]([CH2:25][CH2:26][CH2:27][C:28](O)=[O:29])=[CH:22][CH:21]=1)=[O:19]. No catalyst specified. The product is [F:1][C:2]1[CH:3]=[CH:4][C:5]([C:8]2[N:12]=[C:11]([CH2:13][CH2:14][NH:15][C:28](=[O:29])[CH2:27][CH2:26][CH2:25][C:23]3[S:24][C:20]([C:18](=[O:19])[C:17]([F:31])([F:32])[F:16])=[CH:21][CH:22]=3)[NH:10][N:9]=2)=[CH:6][CH:7]=1. The yield is 0.380.